This data is from Full USPTO retrosynthesis dataset with 1.9M reactions from patents (1976-2016). The task is: Predict the reactants needed to synthesize the given product. (1) Given the product [F:36][C:34]([F:35])([F:37])[C:32]1[CH:33]=[C:28]([CH:29]=[C:30]([C:38]([F:41])([F:40])[F:39])[CH:31]=1)[CH2:27][N:20]([C:21]1[N:22]=[N:23][N:24]([CH3:26])[N:25]=1)[C@H:16]1[CH2:17][CH2:18][CH2:19][N:13]([CH2:12][C:9]2[CH:10]=[CH:11][C:6]([C:5]([OH:51])=[O:4])=[CH:7][CH:8]=2)[C:14]2[CH:45]=[C:44]([C:46]([F:47])([F:48])[F:49])[C:43]([CH3:50])=[CH:42][C:15]1=2, predict the reactants needed to synthesize it. The reactants are: [OH-].[Na+].C[O:4][C:5](=[O:51])[C:6]1[CH:11]=[CH:10][C:9]([CH2:12][N:13]2[CH2:19][CH2:18][CH2:17][C@H:16]([N:20]([CH2:27][C:28]3[CH:33]=[C:32]([C:34]([F:37])([F:36])[F:35])[CH:31]=[C:30]([C:38]([F:41])([F:40])[F:39])[CH:29]=3)[C:21]3[N:22]=[N:23][N:24]([CH3:26])[N:25]=3)[C:15]3[CH:42]=[C:43]([CH3:50])[C:44]([C:46]([F:49])([F:48])[F:47])=[CH:45][C:14]2=3)=[CH:8][CH:7]=1.Cl. (2) Given the product [Br:1][C:2]1[CH:6]=[CH:5][S:4][C:3]=1[C:7]([NH:14][CH:15]([C:17]1[S:18][CH:19]=[CH:20][N:21]=1)[CH3:16])=[C:8]([C:12]#[N:13])[C:9]([NH:25][CH:22]([CH3:24])[CH3:23])=[O:11], predict the reactants needed to synthesize it. The reactants are: [Br:1][C:2]1[CH:6]=[CH:5][S:4][C:3]=1/[C:7](/[NH:14][CH:15]([C:17]1[S:18][CH:19]=[CH:20][N:21]=1)[CH3:16])=[C:8](\[C:12]#[N:13])/[C:9]([OH:11])=O.[CH:22]([NH2:25])([CH3:24])[CH3:23].OC1C2N=NNC=2C=CC=1.C(N(C(C)C)CC)(C)C.C1(N=C=NC2CCCCC2)CCCCC1. (3) Given the product [ClH:35].[NH2:5][C@@H:9]([C:11]1([OH:34])[CH2:14][N:13]([C:15]([C:17]2[CH:22]=[CH:21][C:20]([F:23])=[C:19]([F:24])[C:18]=2[NH:25][C:26]2[CH:31]=[CH:30][C:29]([I:32])=[CH:28][C:27]=2[F:33])=[O:16])[CH2:12]1)[CH3:10], predict the reactants needed to synthesize it. The reactants are: CC([N:5]([C@@H:9]([C:11]1([OH:34])[CH2:14][N:13]([C:15]([C:17]2[CH:22]=[CH:21][C:20]([F:23])=[C:19]([F:24])[C:18]=2[NH:25][C:26]2[CH:31]=[CH:30][C:29]([I:32])=[CH:28][C:27]=2[F:33])=[O:16])[CH2:12]1)[CH3:10])C(=O)[O-])(C)C.[ClH:35]. (4) Given the product [C:28]([O:27][C:25]([NH:17][C:15]([C:10]1[CH:11]=[C:12]([F:14])[CH:13]=[C:8]([F:7])[CH:9]=1)([CH3:16])[C:34]([O:4][C:2]([CH3:5])([CH3:3])[CH3:1])=[O:35])=[O:26])([CH3:29])([CH3:30])[CH3:31], predict the reactants needed to synthesize it. The reactants are: [CH3:1][C:2]([CH3:5])([O-:4])[CH3:3].[K+].[F:7][C:8]1[CH:9]=[C:10]([CH:15]([N:17]([C:25]([O:27][C:28]([CH3:31])([CH3:30])[CH3:29])=[O:26])C(OC(C)(C)C)=O)[CH3:16])[CH:11]=[C:12]([F:14])[CH:13]=1.C1C[O:35][CH2:34]C1. (5) Given the product [NH2:1][C:2]1[N:11]=[C:10]([C:12]([N:14]2[CH2:15][C:16]3[C:21](=[CH:20][CH:19]=[CH:18][CH:17]=3)[CH2:22]2)=[O:13])[C:9]2[C:4](=[CH:5][CH:6]=[C:7]([C:23]3[CH:30]=[CH:29][CH:28]=[CH:27][C:24]=3[CH2:25][N:34]3[CH2:35][CH2:36][CH2:37][C@@H:33]3[CH3:32])[CH:8]=2)[N:3]=1, predict the reactants needed to synthesize it. The reactants are: [NH2:1][C:2]1[N:11]=[C:10]([C:12]([N:14]2[CH2:22][C:21]3[C:16](=[CH:17][CH:18]=[CH:19][CH:20]=3)[CH2:15]2)=[O:13])[C:9]2[C:4](=[CH:5][CH:6]=[C:7]([C:23]3[CH:30]=[CH:29][CH:28]=[CH:27][C:24]=3[CH:25]=O)[CH:8]=2)[N:3]=1.Cl.[CH3:32][C@H:33]1[CH2:37][CH2:36][CH2:35][NH:34]1.C(O[BH-](OC(=O)C)OC(=O)C)(=O)C.[Na+].O. (6) Given the product [C:17]([O:16][C:14](=[O:15])[NH:13][CH:5]([C:6]1[CH:11]=[CH:10][CH:9]=[CH:8][C:7]=1[Cl:12])[CH2:4][CH2:3][OH:2])([CH3:20])([CH3:18])[CH3:19], predict the reactants needed to synthesize it. The reactants are: C[O:2][C:3](=O)[CH2:4][CH:5]([NH:13][C:14]([O:16][C:17]([CH3:20])([CH3:19])[CH3:18])=[O:15])[C:6]1[CH:11]=[CH:10][CH:9]=[CH:8][C:7]=1[Cl:12]. (7) The reactants are: F[C:2]1[CH:3]=[N:4][CH:5]=[CH:6][C:7]=1[C:8]1[O:9][C:10]2[CH:16]=[CH:15][C:14]([C:17]([F:20])([F:19])[F:18])=[CH:13][C:11]=2[N:12]=1.C(=O)([O-])[O-].[K+].[K+].CN(C=O)C.[CH3:32][CH:33]([SH:35])[CH3:34]. Given the product [CH:33]([S:35][C:2]1[CH:3]=[N:4][CH:5]=[CH:6][C:7]=1[C:8]1[O:9][C:10]2[CH:16]=[CH:15][C:14]([C:17]([F:20])([F:19])[F:18])=[CH:13][C:11]=2[N:12]=1)([CH3:34])[CH3:32], predict the reactants needed to synthesize it.